This data is from Forward reaction prediction with 1.9M reactions from USPTO patents (1976-2016). The task is: Predict the product of the given reaction. (1) Given the reactants Cl[C:2]1[C:11]2[C:6](=[C:7]([NH:12][C:13]([NH:15][CH2:16][C:17]3[CH:22]=[CH:21][C:20]([C:23]([F:26])([F:25])[F:24])=[CH:19][CH:18]=3)=[O:14])[CH:8]=[CH:9][CH:10]=2)[CH:5]=[CH:4][N:3]=1.[CH3:27][NH:28][CH3:29], predict the reaction product. The product is: [CH3:27][N:28]([CH3:29])[C:2]1[C:11]2[C:6](=[C:7]([NH:12][C:13]([NH:15][CH2:16][C:17]3[CH:22]=[CH:21][C:20]([C:23]([F:26])([F:25])[F:24])=[CH:19][CH:18]=3)=[O:14])[CH:8]=[CH:9][CH:10]=2)[CH:5]=[CH:4][N:3]=1. (2) Given the reactants [CH2:1]([C:3]1[CH:4]=[CH:5][CH:6]=[C:7]2[C:11]=1[NH:10][CH:9]=[CH:8]2)[CH3:2].[Cl-].[CH:13](=[N+:20]([CH3:22])[CH3:21])[C:14]1[CH:19]=[CH:18][CH:17]=[CH:16][CH:15]=1, predict the reaction product. The product is: [CH2:1]([C:3]1[CH:4]=[CH:5][CH:6]=[C:7]2[C:11]=1[NH:10][CH:9]=[C:8]2[CH:13]([N:20]([CH3:22])[CH3:21])[C:14]1[CH:19]=[CH:18][CH:17]=[CH:16][CH:15]=1)[CH3:2]. (3) Given the reactants Br[C:2]1[C:11]2[C:6](=[CH:7][CH:8]=[CH:9][CH:10]=2)[CH:5]=[C:4]([S:12]([C:15]2[CH:20]=[CH:19][C:18]([F:21])=[CH:17][CH:16]=2)(=[O:14])=[O:13])[N:3]=1.BrC1C2C(=CC=CC=2)C=C(S(C2C=CC(F)=CC=2)=O)N=1.[CH3:42][C:43]1[S:47][C:46]([NH2:48])=[N:45][CH:44]=1.NC1C=C(C)N(C(OC(C)(C)C)=O)N=1, predict the reaction product. The product is: [F:21][C:18]1[CH:19]=[CH:20][C:15]([S:12]([C:4]2[N:3]=[C:2]([NH:48][C:46]3[S:47][C:43]([CH3:42])=[CH:44][N:45]=3)[C:11]3[C:6]([CH:5]=2)=[CH:7][CH:8]=[CH:9][CH:10]=3)(=[O:14])=[O:13])=[CH:16][CH:17]=1. (4) Given the reactants [OH:1][CH2:2][CH2:3][C:4]1[CH:5]=[C:6]([CH:17]=[CH:18][CH:19]=1)[CH2:7][CH:8]([C:13]([O:15][CH3:16])=[O:14])[C:9]([O:11][CH3:12])=[O:10].[Cl:20][C:21]1[CH:22]=[C:23]([N:27]=[C:28]=[O:29])[CH:24]=[CH:25][CH:26]=1, predict the reaction product. The product is: [Cl:20][C:21]1[CH:22]=[C:23]([CH:24]=[CH:25][CH:26]=1)[NH:27][C:28]([O:1][CH2:2][CH2:3][C:4]1[CH:5]=[C:6]([CH:17]=[CH:18][CH:19]=1)[CH2:7][CH:8]([C:9]([O:11][CH3:12])=[O:10])[C:13]([O:15][CH3:16])=[O:14])=[O:29]. (5) Given the reactants [NH:1]([C:5]1[CH:11]=[CH:10][C:8]([NH2:9])=[CH:7][CH:6]=1)[C:2]([CH3:4])=[O:3].[C:12]([N:19]1[CH:23]=[CH:22]N=[CH:20]1)(N1C=CN=C1)=[O:13].COC(OC)CN[C:29]1[CH:34]=[CH:33][C:32]([O:35][C:36]2[CH:41]=[CH:40]C=[CH:38][CH:37]=2)=[CH:31][CH:30]=1.FC(F)(F)C(O)=O, predict the reaction product. The product is: [O:13]=[C:12]1[N:19]([C:20]2[CH:38]=[CH:37][C:36]([O:35][C:32]3[CH:31]=[CH:30][CH:29]=[CH:34][CH:33]=3)=[CH:41][CH:40]=2)[CH:23]=[CH:22][N:9]1[C:8]1[CH:10]=[CH:11][C:5]([NH:1][C:2](=[O:3])[CH3:4])=[CH:6][CH:7]=1. (6) Given the reactants [Cl:1][C:2]1[C:7]([F:8])=[CH:6][C:5]([N+:9]([O-])=O)=[C:4]([F:12])[CH:3]=1, predict the reaction product. The product is: [Cl:1][C:2]1[C:7]([F:8])=[CH:6][C:5]([NH2:9])=[C:4]([F:12])[CH:3]=1.